This data is from Catalyst prediction with 721,799 reactions and 888 catalyst types from USPTO. The task is: Predict which catalyst facilitates the given reaction. (1) Reactant: [OH:1][C:2]1[CH:17]=[CH:16][C:5]([O:6][C:7]2[CH:8]=[C:9]([CH:13]=[CH:14][CH:15]=2)[C:10]([OH:12])=[O:11])=[CH:4][C:3]=1[CH3:18].[CH2:19](Br)[C:20]1[CH:25]=[CH:24][CH:23]=[CH:22][CH:21]=1.C(=O)([O-])[O-].[Cs+].[Cs+]. Product: [CH2:19]([O:11][C:10](=[O:12])[C:9]1[CH:13]=[CH:14][CH:15]=[C:7]([O:6][C:5]2[CH:16]=[CH:17][C:2]([OH:1])=[C:3]([CH3:18])[CH:4]=2)[CH:8]=1)[C:20]1[CH:25]=[CH:24][CH:23]=[CH:22][CH:21]=1. The catalyst class is: 3. (2) Reactant: Br[C:2]1[CH:15]=[CH:14][C:5]([O:6][CH2:7][CH2:8][N:9]2[CH2:13][CH2:12][CH2:11][CH2:10]2)=[CH:4][CH:3]=1.C([Li])CCC.[CH3:21][O:22][C:23]1[CH:24]=[C:25]2[C:30](=[CH:31][C:32]=1[O:33][CH3:34])[C:29](=O)[CH2:28][CH2:27][CH2:26]2. Product: [CH3:34][O:33][C:32]1[CH:31]=[C:30]2[C:25](=[CH:24][C:23]=1[O:22][CH3:21])[C:26]([C:2]1[CH:15]=[CH:14][C:5]([O:6][CH2:7][CH2:8][N:9]3[CH2:13][CH2:12][CH2:11][CH2:10]3)=[CH:4][CH:3]=1)=[CH:27][CH2:28][CH2:29]2. The catalyst class is: 332. (3) Reactant: O[C:2]1([C:13]([O:15]CC)=[O:14])[C:6]2[C:7](=[O:12])[NH:8][CH2:9][CH2:10][CH2:11][C:5]=2[O:4][CH2:3]1.Cl. Product: [O:12]=[C:7]1[C:6]2[C:2]([C:13]([OH:15])=[O:14])=[CH:3][O:4][C:5]=2[CH2:11][CH2:10][CH2:9][NH:8]1. The catalyst class is: 6. (4) Reactant: [CH2:1]=[CH:2][C:3](=[CH2:5])[CH3:4].[CH2:6]=[CH:7][C:8]1[CH:13]=[CH:12][CH:11]=[CH:10][CH:9]=1. Product: [CH2:1]=[CH:2][C:3](=[CH2:4])[CH3:5].[CH2:6]=[CH:7][CH:8]=[CH2:9].[CH2:6]=[CH:7][C:8]1[CH:13]=[CH:12][CH:11]=[CH:10][CH:9]=1.[CH2:1]=[CH:2][C:3](=[CH2:4])[CH3:5].[CH2:1]=[CH:2][C:3]1[CH:4]=[CH:8][CH:7]=[CH:6][CH:5]=1. The catalyst class is: 244.